Dataset: Peptide-MHC class I binding affinity with 185,985 pairs from IEDB/IMGT. Task: Regression. Given a peptide amino acid sequence and an MHC pseudo amino acid sequence, predict their binding affinity value. This is MHC class I binding data. (1) The peptide sequence is IYQEPFKNLK. The MHC is HLA-A02:06 with pseudo-sequence HLA-A02:06. The binding affinity (normalized) is 0. (2) The peptide sequence is TEDDWITYI. The MHC is HLA-B39:01 with pseudo-sequence HLA-B39:01. The binding affinity (normalized) is 0.0847. (3) The peptide sequence is CEALLADGL. The MHC is HLA-A25:01 with pseudo-sequence HLA-A25:01. The binding affinity (normalized) is 0.0847.